This data is from Full USPTO retrosynthesis dataset with 1.9M reactions from patents (1976-2016). The task is: Predict the reactants needed to synthesize the given product. (1) Given the product [CH2:1]([O:8][CH2:9][N:10]1[C:15](=[O:16])[C:14]([Br:17])=[N:13][N:12]([CH2:18][C@@H:19]2[CH2:36][C@H:35]2[C:29]2[CH:34]=[CH:33][CH:32]=[CH:31][CH:30]=2)[C:11]1=[O:28])[C:2]1[CH:7]=[CH:6][CH:5]=[CH:4][CH:3]=1, predict the reactants needed to synthesize it. The reactants are: [CH2:1]([O:8][CH2:9][N:10]1[C:15](=[O:16])[C:14]([Br:17])=[N:13][N:12]([CH2:18][C:19](F)(F)C2C=CC=CC=2)[C:11]1=[O:28])[C:2]1[CH:7]=[CH:6][CH:5]=[CH:4][CH:3]=1.[C:29]1([C@@H:35]2C[C@H:36]2CO)[CH:34]=[CH:33][CH:32]=[CH:31][CH:30]=1. (2) Given the product [C:28]([C:18]1[CH:17]=[C:16]([NH2:15])[N:20]([C:21]2[CH:26]=[CH:25][CH:24]=[C:23]([O:27][CH2:40][CH2:39][O:38][CH:33]3[CH2:34][CH2:35][CH2:36][CH2:37][O:32]3)[CH:22]=2)[N:19]=1)([CH3:31])([CH3:30])[CH3:29], predict the reactants needed to synthesize it. The reactants are: CC(OC(/N=N/C(OC(C)C)=O)=O)C.[NH2:15][C:16]1[N:20]([C:21]2[CH:22]=[C:23]([OH:27])[CH:24]=[CH:25][CH:26]=2)[N:19]=[C:18]([C:28]([CH3:31])([CH3:30])[CH3:29])[CH:17]=1.[O:32]1[CH2:37][CH2:36][CH2:35][CH2:34][CH:33]1[O:38][CH2:39][CH2:40]O.C1C=CC(P(C2C=CC=CC=2)C2C=CC=CC=2)=CC=1.